Dataset: NCI-60 drug combinations with 297,098 pairs across 59 cell lines. Task: Regression. Given two drug SMILES strings and cell line genomic features, predict the synergy score measuring deviation from expected non-interaction effect. (1) Drug 1: CN1C(=O)N2C=NC(=C2N=N1)C(=O)N. Cell line: HT29. Drug 2: C1C(C(OC1N2C=NC3=C2NC=NCC3O)CO)O. Synergy scores: CSS=3.83, Synergy_ZIP=-0.257, Synergy_Bliss=0.493, Synergy_Loewe=1.58, Synergy_HSA=0.334. (2) Drug 2: CC1CCCC2(C(O2)CC(NC(=O)CC(C(C(=O)C(C1O)C)(C)C)O)C(=CC3=CSC(=N3)C)C)C. Cell line: DU-145. Synergy scores: CSS=2.21, Synergy_ZIP=-2.19, Synergy_Bliss=-3.14, Synergy_Loewe=-5.01, Synergy_HSA=-4.83. Drug 1: C1CCC(C1)C(CC#N)N2C=C(C=N2)C3=C4C=CNC4=NC=N3. (3) Drug 1: CC(C1=C(C=CC(=C1Cl)F)Cl)OC2=C(N=CC(=C2)C3=CN(N=C3)C4CCNCC4)N. Drug 2: C(CC(=O)O)C(=O)CN.Cl. Cell line: PC-3. Synergy scores: CSS=9.55, Synergy_ZIP=-5.82, Synergy_Bliss=-3.55, Synergy_Loewe=-2.25, Synergy_HSA=-2.35. (4) Drug 1: CC1CCC2CC(C(=CC=CC=CC(CC(C(=O)C(C(C(=CC(C(=O)CC(OC(=O)C3CCCCN3C(=O)C(=O)C1(O2)O)C(C)CC4CCC(C(C4)OC)O)C)C)O)OC)C)C)C)OC. Drug 2: CC1=C2C(C(=O)C3(C(CC4C(C3C(C(C2(C)C)(CC1OC(=O)C(C(C5=CC=CC=C5)NC(=O)OC(C)(C)C)O)O)OC(=O)C6=CC=CC=C6)(CO4)OC(=O)C)O)C)O. Cell line: MDA-MB-435. Synergy scores: CSS=7.23, Synergy_ZIP=2.26, Synergy_Bliss=2.11, Synergy_Loewe=-0.0563, Synergy_HSA=3.97. (5) Drug 2: C1=C(C(=O)NC(=O)N1)N(CCCl)CCCl. Synergy scores: CSS=28.0, Synergy_ZIP=-3.34, Synergy_Bliss=0.869, Synergy_Loewe=-9.00, Synergy_HSA=3.57. Drug 1: C1=CC(=C2C(=C1NCCNCCO)C(=O)C3=C(C=CC(=C3C2=O)O)O)NCCNCCO. Cell line: MALME-3M.